From a dataset of Forward reaction prediction with 1.9M reactions from USPTO patents (1976-2016). Predict the product of the given reaction. (1) Given the reactants [F:1][C:2]1[CH:7]=[C:6]([N+:8]([O-])=O)[CH:5]=[CH:4][C:3]=1[NH:11][C:12]1[C:21]2[C:16](=[CH:17][C:18]([O:24][CH3:25])=[C:19]([O:22][CH3:23])[CH:20]=2)[N:15]=[CH:14][N:13]=1.[Cl-].[NH4+], predict the reaction product. The product is: [CH3:23][O:22][C:19]1[CH:20]=[C:21]2[C:16](=[CH:17][C:18]=1[O:24][CH3:25])[N:15]=[CH:14][N:13]=[C:12]2[NH:11][C:3]1[CH:4]=[CH:5][C:6]([NH2:8])=[CH:7][C:2]=1[F:1]. (2) Given the reactants [C:1]1([C:25]2[CH:30]=CC=C[CH:26]=2)[CH:6]=[CH:5][CH:4]=[C:3]([NH:7][C@@H:8]([CH2:12][C:13]2[CH:18]=[C:17]([O:19][CH3:20])[C:16]([O:21][CH3:22])=[C:15]([O:23][CH3:24])[CH:14]=2)[C:9]([OH:11])=[O:10])[CH:2]=1.BrC1C=CC=C(C(C)C)C=1, predict the reaction product. The product is: [CH:25]([C:1]1[CH:2]=[C:3]([NH:7][C@@H:8]([CH2:12][C:13]2[CH:14]=[C:15]([O:23][CH3:24])[C:16]([O:21][CH3:22])=[C:17]([O:19][CH3:20])[CH:18]=2)[C:9]([OH:11])=[O:10])[CH:4]=[CH:5][CH:6]=1)([CH3:30])[CH3:26]. (3) Given the reactants [Cl:1][C:2]1[CH:3]=[N:4][CH:5]=[C:6]([CH:10]=1)[C:7]([OH:9])=O.Cl.[NH2:12][CH2:13][C:14]1[CH:25]=[CH:24][C:23]([C:26]#[N:27])=[CH:22][C:15]=1[O:16][CH2:17][C:18]([NH:20][CH3:21])=[O:19], predict the reaction product. The product is: [Cl:1][C:2]1[CH:3]=[N:4][CH:5]=[C:6]([CH:10]=1)[C:7]([NH:12][CH2:13][C:14]1[CH:25]=[CH:24][C:23]([C:26]#[N:27])=[CH:22][C:15]=1[O:16][CH2:17][C:18](=[O:19])[NH:20][CH3:21])=[O:9]. (4) Given the reactants [CH3:1][CH:2]([C:4]1[NH:8][C:7]2[CH2:9][CH2:10][C:11](=[O:12])[C:6]=2[N:5]=1)[CH3:3].Br[CH2:14][C:15]1[CH:20]=[CH:19][C:18]([Cl:21])=[C:17]([Cl:22])[CH:16]=1.C1(C)C=CC=CC=1.[NH4+].[Cl-], predict the reaction product. The product is: [Cl:22][C:17]1[CH:16]=[C:15]([CH2:14][N:5]2[C:6]3[C:11](=[O:12])[CH2:10][CH2:9][C:7]=3[N:8]=[C:4]2[CH:2]([CH3:1])[CH3:3])[CH:20]=[CH:19][C:18]=1[Cl:21]. (5) Given the reactants [C:1]([O:5][C:6](=[O:17])[CH2:7][N:8]1[CH2:12][CH2:11][CH2:10][CH:9]1[C:13]([O:15]C)=[O:14])([CH3:4])([CH3:3])[CH3:2].O.[OH-].[Li+:20], predict the reaction product. The product is: [C:1]([O:5][C:6](=[O:17])[CH2:7][N:8]1[CH2:12][CH2:11][CH2:10][CH:9]1[C:13]([O-:15])=[O:14])([CH3:4])([CH3:2])[CH3:3].[Li+:20].